Dataset: Full USPTO retrosynthesis dataset with 1.9M reactions from patents (1976-2016). Task: Predict the reactants needed to synthesize the given product. (1) Given the product [Cl:38][C:35]1[CH:34]=[CH:33][C:32]([C:31]([NH:30][C:27]2[S:28][CH:29]=[C:25]([CH2:24][C:22](=[O:23])[NH:21][C:18]3[CH:19]=[CH:20][C:15]([C:10]4[CH:11]=[CH:12][CH:13]=[CH:14][C:9]=4[S:6](=[O:7])(=[O:8])[NH2:5])=[CH:16][C:17]=3[F:40])[N:26]=2)=[O:39])=[CH:37][CH:36]=1, predict the reactants needed to synthesize it. The reactants are: C([NH:5][S:6]([C:9]1[CH:14]=[CH:13][CH:12]=[CH:11][C:10]=1[C:15]1[CH:20]=[CH:19][C:18]([NH:21][C:22]([CH2:24][C:25]2[N:26]=[C:27]([NH:30][C:31](=[O:39])[C:32]3[CH:37]=[CH:36][C:35]([Cl:38])=[CH:34][CH:33]=3)[S:28][CH:29]=2)=[O:23])=[C:17]([F:40])[CH:16]=1)(=[O:8])=[O:7])(C)(C)C.Cl. (2) The reactants are: [H-].[Na+].[N+:3]([C:6]1[CH:7]=[C:8]([CH:11]=[CH:12][C:13]=1[NH:14][C:15]1[CH:24]=[CH:23][C:22]2[C:21]([CH3:26])([CH3:25])[CH2:20][CH2:19][C:18]([CH3:28])([CH3:27])[C:17]=2[CH:16]=1)[C:9]#[N:10])([O-:5])=[O:4].[CH3:29]I. Given the product [CH3:29][N:14]([C:15]1[CH:24]=[CH:23][C:22]2[C:21]([CH3:26])([CH3:25])[CH2:20][CH2:19][C:18]([CH3:28])([CH3:27])[C:17]=2[CH:16]=1)[C:13]1[CH:12]=[CH:11][C:8]([C:9]#[N:10])=[CH:7][C:6]=1[N+:3]([O-:5])=[O:4], predict the reactants needed to synthesize it. (3) Given the product [ClH:34].[Br:1][C:2]1[C:15]([O:16][CH3:17])=[CH:14][C:13]2[C:4](=[C:5]([O:18][C@H:19]3[CH2:23][NH:22][C@H:21]([C:31]([O:33][CH2:35][CH3:36])=[O:32])[CH2:20]3)[N:6]=[C:7]3[C:12]=2[CH2:11][CH2:10][CH2:9][CH2:8]3)[CH:3]=1, predict the reactants needed to synthesize it. The reactants are: [Br:1][C:2]1[C:15]([O:16][CH3:17])=[CH:14][C:13]2[C:4](=[C:5]([O:18][C@H:19]3[CH2:23][N:22](C(OC(C)(C)C)=O)[C@H:21]([C:31]([OH:33])=[O:32])[CH2:20]3)[N:6]=[C:7]3[C:12]=2[CH2:11][CH2:10][CH2:9][CH2:8]3)[CH:3]=1.[ClH:34].[CH3:35][CH2:36]O.